From a dataset of Full USPTO retrosynthesis dataset with 1.9M reactions from patents (1976-2016). Predict the reactants needed to synthesize the given product. (1) The reactants are: [CH2:1]([O:3][C:4](=[O:40])[CH2:5][O:6][C:7]1[CH:12]=[C:11]([CH3:13])[C:10]([CH2:14][C:15]2[CH:20]=[CH:19][C:18]([O:21]CC3C=CC=CC=3)=[C:17]([S:29]([C:32]3[CH:37]=[CH:36][C:35]([F:38])=[CH:34][CH:33]=3)(=[O:31])=[O:30])[CH:16]=2)=[C:9]([CH3:39])[CH:8]=1)[CH3:2]. Given the product [F:38][C:35]1[CH:34]=[CH:33][C:32]([S:29]([C:17]2[CH:16]=[C:15]([CH:20]=[CH:19][C:18]=2[OH:21])[CH2:14][C:10]2[C:11]([CH3:13])=[CH:12][C:7]([O:6][CH2:5][C:4]([O:3][CH2:1][CH3:2])=[O:40])=[CH:8][C:9]=2[CH3:39])(=[O:31])=[O:30])=[CH:37][CH:36]=1, predict the reactants needed to synthesize it. (2) Given the product [F:8][C:9]1[C:14]([F:15])=[CH:13][CH:12]=[CH:11][C:10]=1[C@H:16]1[CH2:22][N:21]2[C:23]([CH2:26][C:27]([F:30])([F:28])[F:29])=[CH:24][N:25]=[C:20]2[C@H:19]([NH:31][C:33]([N:59]2[CH2:58][CH2:57][CH:56]([N:54]3[C:53](=[O:62])[NH:52][C:51]([C:45]4[CH:46]=[CH:47][CH:48]=[CH:49][CH:50]=4)=[N:55]3)[CH2:61][CH2:60]2)=[O:34])[CH2:18][CH2:17]1, predict the reactants needed to synthesize it. The reactants are: C(N(CC)CC)C.[F:8][C:9]1[C:14]([F:15])=[CH:13][CH:12]=[CH:11][C:10]=1[C@H:16]1[CH2:22][N:21]2[C:23]([CH2:26][C:27]([F:30])([F:29])[F:28])=[CH:24][N:25]=[C:20]2[C@H:19]([NH2:31])[CH2:18][CH2:17]1.Cl[C:33](OC1C=CC([N+]([O-])=O)=CC=1)=[O:34].[C:45]1([C:51]2[NH:52][C:53](=[O:62])[N:54]([CH:56]3[CH2:61][CH2:60][NH:59][CH2:58][CH2:57]3)[N:55]=2)[CH:50]=[CH:49][CH:48]=[CH:47][CH:46]=1.C(=O)([O-])[O-].[Na+].[Na+]. (3) The reactants are: C(=O)([O-])[O-].[K+].[K+].[CH3:7][S:8][C:9]1[NH:10][C:11](=[O:18])[C:12]([N+:15]([O-:17])=[O:16])=[CH:13][N:14]=1.[Cl:19][C:20]1[CH:27]=[CH:26][C:23]([CH2:24]Br)=[CH:22][CH:21]=1.CN(C=O)C. Given the product [Cl:19][C:20]1[CH:27]=[CH:26][C:23]([CH2:24][N:14]2[CH:13]=[C:12]([N+:15]([O-:17])=[O:16])[C:11](=[O:18])[NH:10][CH:9]2[S:8][CH3:7])=[CH:22][CH:21]=1, predict the reactants needed to synthesize it. (4) Given the product [CH:24]1([N:22]2[CH2:21][CH2:20][N:19]([C:28](=[O:30])[CH2:29][N:15]3[CH2:14][CH2:13][C:11]4[N:12]=[C:7]([N:1]5[CH2:2][CH2:3][O:4][CH2:5][CH2:6]5)[N:8]=[CH:9][C:10]=4[CH2:16]3)[CH2:18][CH2:23]2)[CH2:27][CH2:26][CH2:25]1, predict the reactants needed to synthesize it. The reactants are: [N:1]1([C:7]2[N:8]=[CH:9][C:10]3[CH2:16][NH:15][CH2:14][CH2:13][C:11]=3[N:12]=2)[CH2:6][CH2:5][O:4][CH2:3][CH2:2]1.Cl[CH:18]1[CH2:23][N:22]([CH:24]2[CH2:27][CH2:26][CH2:25]2)[CH2:21][CH2:20][NH:19]1.[C:28](N)(=[O:30])[CH3:29].C([O-])([O-])=O.[K+].[K+].[Na+].[I-]. (5) Given the product [F:37][CH:17]([F:16])[C:18]1[CH:23]=[CH:22][N:21]=[C:20]([NH:24][C:25]2[N:26]=[C:27]([C:32]3[CH:36]=[N:35][N:34]([C:10]4([CH2:8][CH3:9])[O:14][C:13](=[O:15])[NH:12][CH2:11]4)[CH:33]=3)[CH:28]=[C:29]([CH3:31])[CH:30]=2)[CH:19]=1, predict the reactants needed to synthesize it. The reactants are: C(=O)([O-])[O-].[Cs+].[Cs+].I[CH:8]([CH:10]1[O:14][C:13](=[O:15])[NH:12][CH2:11]1)[CH3:9].[F:16][CH:17]([F:37])[C:18]1[CH:23]=[CH:22][N:21]=[C:20]([NH:24][C:25]2[CH:30]=[C:29]([CH3:31])[CH:28]=[C:27]([C:32]3[CH:33]=[N:34][NH:35][CH:36]=3)[N:26]=2)[CH:19]=1. (6) Given the product [F:1][C:2]1[C:10]2[CH2:9][CH2:8][CH2:7][CH2:6][C:5]=2[N:4]2[CH2:11][CH2:12][N:13]([C:16]3[C:17]([CH2:18][OH:19])=[C:20]([C:24]4[CH:29]=[C:28]([NH:30][C:31]5[CH:36]=[CH:35][C:34]([N:37]6[CH2:42][CH2:41][N:40]([CH:43]7[CH2:44][O:45][CH2:46]7)[CH2:39][C@@H:38]6[CH3:47])=[CH:33][N:32]=5)[C:27](=[O:48])[N:26]([CH3:49])[CH:25]=4)[CH:21]=[CH:22][N:23]=3)[C:14](=[O:15])[C:3]=12, predict the reactants needed to synthesize it. The reactants are: [F:1][C:2]1[C:10]2[CH2:9][CH2:8][CH2:7][CH2:6][C:5]=2[N:4]2[CH2:11][CH2:12][N:13]([C:16]3[N:23]=[CH:22][CH:21]=[C:20]([C:24]4[CH:29]=[C:28]([NH:30][C:31]5[CH:36]=[CH:35][C:34]([N:37]6[CH2:42][CH2:41][N:40]([CH:43]7[CH2:46][O:45][CH2:44]7)[CH2:39][C@@H:38]6[CH3:47])=[CH:33][N:32]=5)[C:27](=[O:48])[N:26]([CH3:49])[CH:25]=4)[C:17]=3[CH:18]=[O:19])[C:14](=[O:15])[C:3]=12.[BH4-].[Na+].